This data is from CYP3A4 inhibition data for predicting drug metabolism from PubChem BioAssay. The task is: Regression/Classification. Given a drug SMILES string, predict its absorption, distribution, metabolism, or excretion properties. Task type varies by dataset: regression for continuous measurements (e.g., permeability, clearance, half-life) or binary classification for categorical outcomes (e.g., BBB penetration, CYP inhibition). Dataset: cyp3a4_veith. (1) The drug is CC(C)C(=O)N[C@H]1CCCN1C(=O)/C=C\c1ccccc1. The result is 0 (non-inhibitor). (2) The molecule is CN(C)CCCOc1ccc(NC2c3ccccc3CSc3ccccc32)cc1.O=C(O)C(=O)O. The result is 0 (non-inhibitor). (3) The molecule is O=C(O)CSc1cc(C(F)(F)F)nc(-c2ccccn2)n1. The result is 0 (non-inhibitor).